From a dataset of Full USPTO retrosynthesis dataset with 1.9M reactions from patents (1976-2016). Predict the reactants needed to synthesize the given product. (1) Given the product [Br:1][C:2]1[CH:3]=[C:4]([CH:5]=[CH:6][CH:7]=1)[O:8][CH2:14][CH:15]1[CH2:20][CH2:19][O:18][CH2:17][CH2:16]1, predict the reactants needed to synthesize it. The reactants are: [Br:1][C:2]1[CH:3]=[C:4]([OH:8])[CH:5]=[CH:6][CH:7]=1.CS(O[CH2:14][CH:15]1[CH2:20][CH2:19][O:18][CH2:17][CH2:16]1)(=O)=O.C1(O)C=CC=CC=1.O[C@@H](C1C=CC=C(O)C=1)CCNC(=O)OC(C)(C)C. (2) The reactants are: Cl[C:2]1[C:7]([Cl:8])=[CH:6][C:5](Cl)=[CH:4][N:3]=1.C([Sn](CCCC)(CCCC)[CH2:15][O:16][CH2:17][Sn](CCCC)(CCCC)CCCC)CCC.CC(C1C=C(C(C)C)C(C2C=CC=CC=2P(C2CCCCC2)C2CCCCC2)=C(C(C)C)C=1)C. Given the product [Cl:8][C:7]1[CH:6]=[C:5]2[CH2:17][O:16][CH2:15][C:4]2=[N:3][CH:2]=1, predict the reactants needed to synthesize it. (3) Given the product [C:25]([O:24][C:22]([N:20]1[CH2:21][C:18]([CH2:12][C:11]([OH:14])=[O:13])([OH:17])[CH2:19]1)=[O:23])([CH3:28])([CH3:27])[CH3:26], predict the reactants needed to synthesize it. The reactants are: [Li+].C[Si]([N-][Si](C)(C)C)(C)C.[C:11]([O:14]CC)(=[O:13])[CH3:12].[O:17]=[C:18]1[CH2:21][N:20]([C:22]([O:24][C:25]([CH3:28])([CH3:27])[CH3:26])=[O:23])[CH2:19]1. (4) Given the product [CH2:26]([O:33][C:34](=[O:35])[N:8]([CH2:1][C:2]1[CH:3]=[CH:4][CH:5]=[CH:6][CH:7]=1)[CH:9]([CH3:18])[CH2:10][C:11]1[CH:12]=[CH:13][C:14]([Br:17])=[CH:15][CH:16]=1)[C:27]1[CH:32]=[CH:31][CH:30]=[CH:29][CH:28]=1, predict the reactants needed to synthesize it. The reactants are: [CH2:1]([NH:8][CH:9]([CH3:18])[CH2:10][C:11]1[CH:16]=[CH:15][C:14]([Br:17])=[CH:13][CH:12]=1)[C:2]1[CH:7]=[CH:6][CH:5]=[CH:4][CH:3]=1.C(N(CC)CC)C.[CH2:26]([O:33][C:34](Cl)=[O:35])[C:27]1[CH:32]=[CH:31][CH:30]=[CH:29][CH:28]=1. (5) Given the product [Br:24][C:21]1[CH:22]=[CH:23][C:18]([O:17][CH2:16][C:10]2[CH:15]=[CH:14][CH:13]=[CH:12][CH:11]=2)=[C:19]([CH2:25][N:1]2[C:5]([CH3:30])=[CH:4][C:3]([C:6]([OH:8])=[O:7])=[N:2]2)[CH:20]=1, predict the reactants needed to synthesize it. The reactants are: [NH:1]1[CH:5]=[CH:4][C:3]([C:6]([O:8]C)=[O:7])=[N:2]1.[C:10]1([CH2:16][O:17][C:18]2[CH:23]=[CH:22][C:21]([Br:24])=[CH:20][C:19]=2[CH2:25]Br)[CH:15]=[CH:14][CH:13]=[CH:12][CH:11]=1.[OH-].[Li+].Cl.[CH3:30]C(C)([O-])C.[K+]. (6) Given the product [Cl:22][C:19]1[CH:20]=[CH:21][C:15]2[C:14](=[O:23])[NH:13][C:12]3[CH:24]=[C:8]([CH2:7][CH2:6][N:25]4[CH2:30][CH2:29][O:28][CH2:27][CH2:26]4)[CH:9]=[CH:10][C:11]=3[NH:17][C:16]=2[CH:18]=1, predict the reactants needed to synthesize it. The reactants are: CS(O[CH2:6][CH2:7][C:8]1[CH:9]=[CH:10][C:11]2[NH:17][C:16]3[CH:18]=[C:19]([Cl:22])[CH:20]=[CH:21][C:15]=3[C:14](=[O:23])[NH:13][C:12]=2[CH:24]=1)(=O)=O.[NH:25]1[CH2:30][CH2:29][O:28][CH2:27][CH2:26]1.